Dataset: Forward reaction prediction with 1.9M reactions from USPTO patents (1976-2016). Task: Predict the product of the given reaction. (1) Given the reactants [Br:1][C:2]1[CH:3]=[C:4]2[C:9](=[CH:10][CH:11]=1)[N:8]=[CH:7][CH:6]=[C:5]2[S:12][CH2:13][C:14]([O:16][CH2:17][CH3:18])=[O:15].C(=O)([O-])[O-].[K+].[K+].Br[CH2:26][CH2:27]Br, predict the reaction product. The product is: [Br:1][C:2]1[CH:3]=[C:4]2[C:9](=[CH:10][CH:11]=1)[N:8]=[CH:7][CH:6]=[C:5]2[S:12][C:13]1([C:14]([O:16][CH2:17][CH3:18])=[O:15])[CH2:27][CH2:26]1. (2) Given the reactants Cl[CH2:2][CH2:3][CH2:4][OH:5].[CH3:6][CH:7]([CH3:23])[C:8]([NH:10][C:11]1[CH:16]=[CH:15][CH:14]=[C:13]([CH:17]2[CH2:22][CH2:21][NH:20][CH2:19][CH2:18]2)[CH:12]=1)=[O:9], predict the reaction product. The product is: [OH:5][CH2:4][CH2:3][CH2:2][N:20]1[CH2:21][CH2:22][CH:17]([C:13]2[CH:12]=[C:11]([NH:10][C:8](=[O:9])[CH:7]([CH3:6])[CH3:23])[CH:16]=[CH:15][CH:14]=2)[CH2:18][CH2:19]1.